From a dataset of Catalyst prediction with 721,799 reactions and 888 catalyst types from USPTO. Predict which catalyst facilitates the given reaction. (1) Reactant: [O:1]=[C:2]([C:6]1[CH:11]=[CH:10][CH:9]=[CH:8][CH:7]=1)[C:3]([OH:5])=[O:4].[N+:12]([O-])([O-:14])=[O:13].[K+]. Product: [N+:12]([C:8]1[CH:7]=[C:6]([C:2](=[O:1])[C:3]([OH:5])=[O:4])[CH:11]=[CH:10][CH:9]=1)([O-:14])=[O:13]. The catalyst class is: 82. (2) The catalyst class is: 174. Product: [CH2:42]([C@H:41]([NH:49][C:26](=[O:28])[C:25]1[CH:29]=[CH:30][CH:31]=[C:23]([S:20]([CH3:19])(=[O:21])=[O:22])[CH:24]=1)[C@@H:40]([OH:50])[CH2:39][C@H:38]([C:37](=[O:52])[NH:36][CH2:35][CH2:34][C:33]([CH3:32])([CH3:53])[CH3:54])[CH3:51])[C:43]1[CH:48]=[CH:47][CH:46]=[CH:45][CH:44]=1. Reactant: ON1C2C=CC=CC=2N=N1.ClCCl.CN(C=O)C.[CH3:19][S:20]([C:23]1[CH:24]=[C:25]([CH:29]=[CH:30][CH:31]=1)[C:26]([OH:28])=O)(=[O:22])=[O:21].[CH3:32][C:33]([CH3:54])([CH3:53])[CH2:34][CH2:35][NH:36][C:37](=[O:52])[C@H:38]([CH3:51])[CH2:39][C@H:40]([OH:50])[C@@H:41]([NH2:49])[CH2:42][C:43]1[CH:48]=[CH:47][CH:46]=[CH:45][CH:44]=1. (3) Reactant: Br[CH2:2][C:3]1[N:7]([CH2:8][CH2:9][NH:10][C:11](=[O:17])[O:12][C:13]([CH3:16])([CH3:15])[CH3:14])[N:6]=[C:5]([CH2:18][CH3:19])[C:4]=1[O:20][C:21]1[CH:26]=[C:25]([Cl:27])[CH:24]=[C:23]([Cl:28])[CH:22]=1.N.C([N:33](C(C)C)CC)(C)C. Product: [NH2:33][CH2:2][C:3]1[N:7]([CH2:8][CH2:9][NH:10][C:11](=[O:17])[O:12][C:13]([CH3:16])([CH3:15])[CH3:14])[N:6]=[C:5]([CH2:18][CH3:19])[C:4]=1[O:20][C:21]1[CH:26]=[C:25]([Cl:27])[CH:24]=[C:23]([Cl:28])[CH:22]=1. The catalyst class is: 32. (4) Reactant: [C:1]([OH:22])(=[O:21])[CH2:2][CH2:3][CH2:4]/[CH:5]=[CH:6]\[CH2:7]/[CH:8]=[CH:9]\[CH2:10]/[CH:11]=[CH:12]\[CH2:13]/[CH:14]=[CH:15]\[CH2:16]/[CH:17]=[CH:18]\[CH2:19][CH3:20].[NH:23]1[CH2:28][CH2:27][NH:26][CH2:25][CH2:24]1.[C:29]([NH:37][CH2:38][C:39]([OH:41])=[O:40])(=[O:36])[C:30]1[CH:35]=[CH:34][CH:33]=[CH:32][CH:31]=1. Product: [NH:23]1[CH2:28][CH2:27][NH:26][CH2:25][CH2:24]1.[C:1]([OH:22])(=[O:21])[CH2:2][CH2:3][CH2:4]/[CH:5]=[CH:6]\[CH2:7]/[CH:8]=[CH:9]\[CH2:10]/[CH:11]=[CH:12]\[CH2:13]/[CH:14]=[CH:15]\[CH2:16]/[CH:17]=[CH:18]\[CH2:19][CH3:20].[C:29]([NH:37][CH2:38][C:39]([OH:41])=[O:40])(=[O:36])[C:30]1[CH:35]=[CH:34][CH:33]=[CH:32][CH:31]=1. The catalyst class is: 10. (5) Reactant: [C:1]([O:5][C:6]([N:8]1[CH2:13][CH2:12][CH2:11][CH2:10][C@H:9]1[C:14]([OH:16])=O)=[O:7])([CH3:4])([CH3:3])[CH3:2].CCN(C(C)C)C(C)C.CN(C(ON1N=NC2C=CC=NC1=2)=[N+](C)C)C.F[P-](F)(F)(F)(F)F.Cl.[NH2:51][C@:52]1([C:62]([O:64][CH3:65])=[O:63])[CH2:54][C@@H:53]1[C:55]1[CH:60]=[CH:59][C:58]([Br:61])=[CH:57][CH:56]=1. Product: [Br:61][C:58]1[CH:57]=[CH:56][C:55]([C@H:53]2[CH2:54][C@:52]2([NH:51][C:14]([C@@H:9]2[CH2:10][CH2:11][CH2:12][CH2:13][N:8]2[C:6]([O:5][C:1]([CH3:2])([CH3:3])[CH3:4])=[O:7])=[O:16])[C:62]([O:64][CH3:65])=[O:63])=[CH:60][CH:59]=1. The catalyst class is: 3. (6) Reactant: CS(O[CH2:6][C@@H:7]1[CH2:12][C@H:11]([C:13]2[CH:18]=[CH:17][C:16]([CH2:19][O:20][CH2:21][CH2:22][O:23][CH3:24])=[CH:15][CH:14]=2)[C@@H:10]([O:25][CH2:26][C:27]2[CH:28]=[CH:29][C:30]3[O:35][CH2:34][CH2:33][N:32]([CH2:36][CH2:37][CH2:38][O:39][CH3:40])[C:31]=3[CH:41]=2)[CH2:9][N:8]1[S:42]([C:45]1[CH:50]=[CH:49][C:48]([CH3:51])=[CH:47][CH:46]=1)(=[O:44])=[O:43])(=O)=O.[C-:52]#[N:53].[Na+]. Product: [CH3:24][O:23][CH2:22][CH2:21][O:20][CH2:19][C:16]1[CH:15]=[CH:14][C:13]([C@@H:11]2[C@@H:10]([O:25][CH2:26][C:27]3[CH:28]=[CH:29][C:30]4[O:35][CH2:34][CH2:33][N:32]([CH2:36][CH2:37][CH2:38][O:39][CH3:40])[C:31]=4[CH:41]=3)[CH2:9][N:8]([S:42]([C:45]3[CH:46]=[CH:47][C:48]([CH3:51])=[CH:49][CH:50]=3)(=[O:44])=[O:43])[C@H:7]([CH2:6][C:52]#[N:53])[CH2:12]2)=[CH:18][CH:17]=1. The catalyst class is: 58. (7) The catalyst class is: 207. Product: [Br:1][C:2]1[N:6]([S:7]([C:10]2[CH:11]=[CH:12][C:13]([O:16][CH3:17])=[CH:14][CH:15]=2)(=[O:8])=[O:9])[CH:5]=[C:4]([CH:18]=[O:19])[CH:3]=1. Reactant: [Br:1][C:2]1[N:6]([S:7]([C:10]2[CH:15]=[CH:14][C:13]([O:16][CH3:17])=[CH:12][CH:11]=2)(=[O:9])=[O:8])[CH:5]=[C:4]([C:18](OC)=[O:19])[CH:3]=1.[H-].C([Al+]CC(C)C)C(C)C.Cl. (8) Reactant: NC1C=CNN=1.O/[CH:8]=[C:9]1\[C:10](=[O:18])[NH:11][C:12]2[C:17]\1=[CH:16][CH:15]=[CH:14][CH:13]=2.[CH3:19][C:20]1[CH:21]=[C:22]([C:27]2[CH:28]=[C:29]([NH2:32])[NH:30][N:31]=2)[CH:23]=[C:24]([CH3:26])[CH:25]=1. Product: [CH3:26][C:24]1[CH:23]=[C:22]([C:27]2[CH:28]=[C:29]([NH:32][CH:8]=[C:9]3[C:17]4[C:12](=[CH:13][CH:14]=[CH:15][CH:16]=4)[NH:11][C:10]3=[O:18])[NH:30][N:31]=2)[CH:21]=[C:20]([CH3:19])[CH:25]=1. The catalyst class is: 7. (9) Reactant: C1([O:7][C:8](=O)[NH:9][C:10]2[CH:15]=[CH:14][C:13]([O:16][C:17]3[C:26]4[C:21](=[CH:22][C:23]([O:29][CH3:30])=[C:24]([C:27]#[N:28])[CH:25]=4)[N:20]=[CH:19][CH:18]=3)=[CH:12][CH:11]=2)C=CC=CC=1.[NH2:32][C:33]1[CH:38]=[CH:37][CH:36]=[CH:35][N:34]=1.O. Product: [C:27]([C:24]1[CH:25]=[C:26]2[C:21](=[CH:22][C:23]=1[O:29][CH3:30])[N:20]=[CH:19][CH:18]=[C:17]2[O:16][C:13]1[CH:14]=[CH:15][C:10]([NH:9][C:8]([NH:32][C:33]2[CH:38]=[CH:37][CH:36]=[CH:35][N:34]=2)=[O:7])=[CH:11][CH:12]=1)#[N:28]. The catalyst class is: 16.